Predict the reactants needed to synthesize the given product. From a dataset of Full USPTO retrosynthesis dataset with 1.9M reactions from patents (1976-2016). (1) Given the product [Cl:1][C:2]1[N:6]2[CH:7]=[C:8]([C:15]3[CH:19]=[CH:18][O:17][CH:16]=3)[CH:9]=[C:10]([C:11]([F:14])([F:12])[F:13])[C:5]2=[N:4][C:3]=1[C:20]([N:22]1[CH2:27][CH:26]=[C:25]([C:38]2[C:39]([F:45])=[CH:40][CH:41]=[C:42]([O:43][CH3:44])[C:37]=2[F:36])[CH2:24][CH2:23]1)=[O:21], predict the reactants needed to synthesize it. The reactants are: [Cl:1][C:2]1[N:6]2[CH:7]=[C:8]([C:15]3[CH:19]=[CH:18][O:17][CH:16]=3)[CH:9]=[C:10]([C:11]([F:14])([F:13])[F:12])[C:5]2=[N:4][C:3]=1[C:20]([N:22]1[CH2:27][CH:26]=[C:25](OS(C(F)(F)F)(=O)=O)[CH2:24][CH2:23]1)=[O:21].[F:36][C:37]1[C:42]([O:43][CH3:44])=[CH:41][CH:40]=[C:39]([F:45])[C:38]=1B(O)O.C(Cl)Cl. (2) Given the product [F:17][C:18]1([F:22])[CH2:21][N:20]([C:2]2[C:3]([O:10][CH2:11][C:12]([F:15])([F:14])[F:13])=[CH:4][C:5]([C:8]#[N:9])=[N:6][CH:7]=2)[CH2:19]1, predict the reactants needed to synthesize it. The reactants are: Br[C:2]1[C:3]([O:10][CH2:11][C:12]([F:15])([F:14])[F:13])=[CH:4][C:5]([C:8]#[N:9])=[N:6][CH:7]=1.Cl.[F:17][C:18]1([F:22])[CH2:21][NH:20][CH2:19]1.C(=O)([O-])[O-].[Cs+].[Cs+].C1C=CC(P(C2C(C3C(P(C4C=CC=CC=4)C4C=CC=CC=4)=CC=C4C=3C=CC=C4)=C3C(C=CC=C3)=CC=2)C2C=CC=CC=2)=CC=1. (3) Given the product [Br:1][C:2]1[S:3][CH:4]=[C:5]([C:7]([NH:9][C:10]2[C:15]([O:16][CH3:17])=[N:14][C:13]([NH:18][CH2:19][CH2:20][NH:21][CH:29]([CH3:30])[CH3:31])=[N:12][C:11]=2[O:32][CH3:33])=[O:8])[N:6]=1, predict the reactants needed to synthesize it. The reactants are: [Br:1][C:2]1[S:3][CH:4]=[C:5]([C:7]([NH:9][C:10]2[C:11]([O:32][CH3:33])=[N:12][C:13]([NH:18][CH2:19][CH2:20][N:21]([CH:29]([CH3:31])[CH3:30])C(=O)OC(C)(C)C)=[N:14][C:15]=2[O:16][CH3:17])=[O:8])[N:6]=1. (4) Given the product [C:1]([O:5][C:6](=[O:22])[NH:7][C:8]1[CH:13]=[CH:12][C:11]([N:14]2[CH:15]=[CH:16][CH:17]=[CH:18]2)=[CH:10][C:9]=1[NH2:19])([CH3:4])([CH3:2])[CH3:3], predict the reactants needed to synthesize it. The reactants are: [C:1]([O:5][C:6](=[O:22])[NH:7][C:8]1[CH:13]=[CH:12][C:11]([N:14]2[CH:18]=[CH:17][CH:16]=[CH:15]2)=[CH:10][C:9]=1[N+:19]([O-])=O)([CH3:4])([CH3:3])[CH3:2]. (5) Given the product [N:13]1([CH:19]2[CH2:24][CH2:23][N:22]([C:2]([Cl:1])=[O:4])[CH2:21][CH2:20]2)[CH2:18][CH2:17][CH2:16][CH2:15][CH2:14]1, predict the reactants needed to synthesize it. The reactants are: [Cl:1][C:2](Cl)([O:4]C(=O)OC(Cl)(Cl)Cl)Cl.[N:13]1([CH:19]2[CH2:24][CH2:23][NH:22][CH2:21][CH2:20]2)[CH2:18][CH2:17][CH2:16][CH2:15][CH2:14]1. (6) Given the product [Cl:26][C:24]1[CH:25]=[C:7]2[C:6]([OH:27])=[C:5]([C:3]([NH:28][C@@H:29]([CH3:30])[C:31]([OH:33])=[O:32])=[O:4])[C:10](=[O:11])[N:9]([CH2:12][C:13]3[CH:18]=[CH:17][C:16]([C:19]([F:20])([F:22])[F:21])=[CH:15][CH:14]=3)[N:8]2[CH:23]=1, predict the reactants needed to synthesize it. The reactants are: CO[C:3]([C:5]1[C:10](=[O:11])[N:9]([CH2:12][C:13]2[CH:18]=[CH:17][C:16]([C:19]([F:22])([F:21])[F:20])=[CH:15][CH:14]=2)[N:8]2[CH:23]=[C:24]([Cl:26])[CH:25]=[C:7]2[C:6]=1[OH:27])=[O:4].[NH2:28][C@H:29]([C:31]([OH:33])=[O:32])[CH3:30].C[O-].[Na+].